Dataset: Full USPTO retrosynthesis dataset with 1.9M reactions from patents (1976-2016). Task: Predict the reactants needed to synthesize the given product. (1) Given the product [CH3:22][S:23][CH2:6][C:7]1([C:10]([OH:12])=[O:11])[CH2:8][CH2:9]1, predict the reactants needed to synthesize it. The reactants are: CS(O[CH2:6][C:7]1([C:10]([O:12]CC)=[O:11])[CH2:9][CH2:8]1)(=O)=O.C(N(CC)CC)C.[CH3:22][S:23](Cl)(=O)=O.OCC1(C(OCC)=O)CC1. (2) Given the product [N+:1]([C:4]1[CH:5]=[C:6]([CH:7]2[O:14][CH2:12][CH2:13][O:8]2)[CH:9]=[CH:10][CH:11]=1)([O-:3])=[O:2], predict the reactants needed to synthesize it. The reactants are: [N+:1]([C:4]1[CH:5]=[C:6]([CH:9]=[CH:10][CH:11]=1)[CH:7]=[O:8])([O-:3])=[O:2].[CH:12](O)([OH:14])[CH3:13]. (3) Given the product [F:24][CH:2]([F:1])[C:3]1[N:8]2[N:9]=[CH:10][C:11]([C:12]#[C:13][C:26]3[CH:31]=[CH:30][C:29]([S:32]([NH:35][CH2:36][CH2:37][O:38][CH3:39])(=[O:34])=[O:33])=[CH:28][CH:27]=3)=[C:7]2[N:6]=[C:5]([C:14]2[CH:19]=[CH:18][C:17]([C:20]([F:23])([F:22])[F:21])=[CH:16][CH:15]=2)[CH:4]=1, predict the reactants needed to synthesize it. The reactants are: [F:1][CH:2]([F:24])[C:3]1[N:8]2[N:9]=[CH:10][C:11]([C:12]#[CH:13])=[C:7]2[N:6]=[C:5]([C:14]2[CH:19]=[CH:18][C:17]([C:20]([F:23])([F:22])[F:21])=[CH:16][CH:15]=2)[CH:4]=1.Br[C:26]1[CH:31]=[CH:30][C:29]([S:32]([NH:35][CH2:36][CH2:37][O:38][CH3:39])(=[O:34])=[O:33])=[CH:28][CH:27]=1. (4) Given the product [F:34][C:20]1[C:19]([C:9]2[N:10]=[C:11]([N:13]3[CH2:18][CH2:17][O:16][CH2:15][CH2:14]3)[S:12][C:8]=2[C:6]2[CH:5]=[CH:4][N:3]=[C:2]([NH:39][CH2:35][CH:36]([CH3:38])[CH3:37])[N:7]=2)=[CH:24][CH:23]=[CH:22][C:21]=1[NH:25][S:26]([C:29]1[O:30][CH:31]=[CH:32][CH:33]=1)(=[O:28])=[O:27], predict the reactants needed to synthesize it. The reactants are: Cl[C:2]1[N:7]=[C:6]([C:8]2[S:12][C:11]([N:13]3[CH2:18][CH2:17][O:16][CH2:15][CH2:14]3)=[N:10][C:9]=2[C:19]2[C:20]([F:34])=[C:21]([NH:25][S:26]([C:29]3[O:30][CH:31]=[CH:32][CH:33]=3)(=[O:28])=[O:27])[CH:22]=[CH:23][CH:24]=2)[CH:5]=[CH:4][N:3]=1.[CH2:35]([NH2:39])[CH:36]([CH3:38])[CH3:37]. (5) Given the product [C:1]([N:4]1[CH2:12][CH2:11][CH:7]([C:8]([Cl:15])=[O:9])[CH2:6][CH2:5]1)(=[O:3])[CH3:2], predict the reactants needed to synthesize it. The reactants are: [C:1]([N:4]1[CH2:12][CH2:11][CH:7]([C:8](O)=[O:9])[CH2:6][CH2:5]1)(=[O:3])[CH3:2].S(Cl)([Cl:15])=O. (6) Given the product [Cl:9][C:10]1[CH:15]=[CH:14][C:13]([S:16]([CH2:19][CH2:20][C:21]([NH:3][CH3:2])=[O:22])(=[O:18])=[O:17])=[CH:12][CH:11]=1, predict the reactants needed to synthesize it. The reactants are: Cl.[CH3:2][NH2:3].C([O-])(=O)C.[K+].[Cl:9][C:10]1[CH:15]=[CH:14][C:13]([S:16]([CH2:19][CH2:20][C:21](Cl)=[O:22])(=[O:18])=[O:17])=[CH:12][CH:11]=1. (7) The reactants are: Br.[CH3:2][C:3]1[N:4]=[CH:5][N:6]([C:8]2[C:13](=[O:14])[NH:12][C:11]([C:15]([OH:17])=O)=[CH:10][CH:9]=2)[CH:7]=1.[Br:18][C:19]1[CH:29]=[CH:28][CH:27]=[CH:26][C:20]=1[CH2:21][NH:22][CH2:23][CH2:24]O.BrC1C=C(C=CC=1)CN1CCN2C(=O)C(N3C=C(C)N=C3)=CC=C2C1=O. Given the product [Br:18][C:19]1[CH:29]=[CH:28][CH:27]=[CH:26][C:20]=1[CH2:21][N:22]1[CH2:23][CH2:24][N:12]2[C:13](=[O:14])[C:8]([N:6]3[CH:7]=[C:3]([CH3:2])[N:4]=[CH:5]3)=[CH:9][CH:10]=[C:11]2[C:15]1=[O:17], predict the reactants needed to synthesize it. (8) Given the product [F:19][C:2]([F:1])([CH:16]([F:17])[F:18])[CH2:3][O:4][C:5]1[CH:6]=[C:7]([CH:12]=[CH:13][CH:14]=1)[CH:21]=[O:20], predict the reactants needed to synthesize it. The reactants are: [F:1][C:2]([F:19])([CH:16]([F:18])[F:17])[CH2:3][O:4][C:5]1[CH:6]=[C:7]([CH:12]=[CH:13][C:14]=1C)S([O-])(=O)=O.[OH:20][C:21]1C=C(C=CC=1)C=O.C(=O)([O-])[O-].[K+].[K+]. (9) Given the product [F:27][C:2]([F:1])([F:28])[C:3]1[CH:8]=[CH:7][C:6]([C:9]2[N:14]=[CH:13][N:12]=[C:11]([O:15][C:16]3[CH:17]=[CH:18][CH:19]=[C:20]4[C:25]=3[NH:24][C:23](=[O:26])[CH2:22][NH:21]4)[CH:10]=2)=[CH:5][CH:4]=1, predict the reactants needed to synthesize it. The reactants are: [F:1][C:2]([F:28])([F:27])[C:3]1[CH:8]=[CH:7][C:6]([C:9]2[N:14]=[CH:13][N:12]=[C:11]([O:15][C:16]3[CH:17]=[CH:18][CH:19]=[C:20]4[C:25]=3[NH:24][C:23](=[O:26])[CH:22]=[N:21]4)[CH:10]=2)=[CH:5][CH:4]=1.[BH4-].[Na+].